Dataset: Full USPTO retrosynthesis dataset with 1.9M reactions from patents (1976-2016). Task: Predict the reactants needed to synthesize the given product. Given the product [CH3:31][N:2]([CH3:1])[C:3](=[O:30])[CH2:4][N:5]1[C:14]2[C:9](=[N:10][CH:11]=[C:12]([CH2:15][C:16]3[CH:21]=[CH:20][C:19]([F:22])=[CH:18][CH:17]=3)[CH:13]=2)[C:8]([OH:23])=[C:7]([C:24]([NH:32][C@@H:33]([CH3:36])[CH2:34][OH:35])=[O:25])[C:6]1=[O:29], predict the reactants needed to synthesize it. The reactants are: [CH3:1][N:2]([CH3:31])[C:3](=[O:30])[CH2:4][N:5]1[C:14]2[C:9](=[N:10][CH:11]=[C:12]([CH2:15][C:16]3[CH:21]=[CH:20][C:19]([F:22])=[CH:18][CH:17]=3)[CH:13]=2)[C:8]([OH:23])=[C:7]([C:24](OCC)=[O:25])[C:6]1=[O:29].[NH2:32][C@@H:33]([CH3:36])[CH2:34][OH:35].